This data is from NCI-60 drug combinations with 297,098 pairs across 59 cell lines. The task is: Regression. Given two drug SMILES strings and cell line genomic features, predict the synergy score measuring deviation from expected non-interaction effect. (1) Synergy scores: CSS=42.3, Synergy_ZIP=10.6, Synergy_Bliss=12.9, Synergy_Loewe=-8.33, Synergy_HSA=12.7. Drug 1: CC12CCC(CC1=CCC3C2CCC4(C3CC=C4C5=CN=CC=C5)C)O. Cell line: BT-549. Drug 2: CCC1(CC2CC(C3=C(CCN(C2)C1)C4=CC=CC=C4N3)(C5=C(C=C6C(=C5)C78CCN9C7C(C=CC9)(C(C(C8N6C)(C(=O)OC)O)OC(=O)C)CC)OC)C(=O)OC)O.OS(=O)(=O)O. (2) Drug 1: CC1=C2C(C(=O)C3(C(CC4C(C3C(C(C2(C)C)(CC1OC(=O)C(C(C5=CC=CC=C5)NC(=O)OC(C)(C)C)O)O)OC(=O)C6=CC=CC=C6)(CO4)OC(=O)C)OC)C)OC. Drug 2: CC1CCCC2(C(O2)CC(NC(=O)CC(C(C(=O)C(C1O)C)(C)C)O)C(=CC3=CSC(=N3)C)C)C. Cell line: SK-MEL-28. Synergy scores: CSS=39.2, Synergy_ZIP=0.549, Synergy_Bliss=-0.0702, Synergy_Loewe=-6.42, Synergy_HSA=-2.00. (3) Drug 1: CC1=C(C(=CC=C1)Cl)NC(=O)C2=CN=C(S2)NC3=CC(=NC(=N3)C)N4CCN(CC4)CCO. Drug 2: CC1=C(C(=O)C2=C(C1=O)N3CC4C(C3(C2COC(=O)N)OC)N4)N. Cell line: 786-0. Synergy scores: CSS=40.4, Synergy_ZIP=-7.92, Synergy_Bliss=0.0679, Synergy_Loewe=0.651, Synergy_HSA=2.27. (4) Drug 1: CC1C(C(CC(O1)OC2CC(OC(C2O)C)OC3=CC4=CC5=C(C(=O)C(C(C5)C(C(=O)C(C(C)O)O)OC)OC6CC(C(C(O6)C)O)OC7CC(C(C(O7)C)O)OC8CC(C(C(O8)C)O)(C)O)C(=C4C(=C3C)O)O)O)O. Drug 2: C1=NNC2=C1C(=O)NC=N2. Cell line: T-47D. Synergy scores: CSS=32.9, Synergy_ZIP=0.294, Synergy_Bliss=-3.24, Synergy_Loewe=-37.1, Synergy_HSA=-2.85. (5) Drug 1: CC1=C(C(CCC1)(C)C)C=CC(=CC=CC(=CC(=O)O)C)C. Drug 2: CCC1(C2=C(COC1=O)C(=O)N3CC4=CC5=C(C=CC(=C5CN(C)C)O)N=C4C3=C2)O.Cl. Cell line: OVCAR-8. Synergy scores: CSS=22.8, Synergy_ZIP=3.09, Synergy_Bliss=5.23, Synergy_Loewe=-19.5, Synergy_HSA=4.09. (6) Drug 1: CC1C(C(CC(O1)OC2CC(CC3=C2C(=C4C(=C3O)C(=O)C5=C(C4=O)C(=CC=C5)OC)O)(C(=O)C)O)N)O.Cl. Drug 2: CCC1(CC2CC(C3=C(CCN(C2)C1)C4=CC=CC=C4N3)(C5=C(C=C6C(=C5)C78CCN9C7C(C=CC9)(C(C(C8N6C)(C(=O)OC)O)OC(=O)C)CC)OC)C(=O)OC)O.OS(=O)(=O)O. Cell line: SK-MEL-28. Synergy scores: CSS=23.4, Synergy_ZIP=-6.58, Synergy_Bliss=-0.278, Synergy_Loewe=-7.98, Synergy_HSA=-0.0715. (7) Drug 1: CC1C(C(CC(O1)OC2CC(OC(C2O)C)OC3=CC4=CC5=C(C(=O)C(C(C5)C(C(=O)C(C(C)O)O)OC)OC6CC(C(C(O6)C)O)OC7CC(C(C(O7)C)O)OC8CC(C(C(O8)C)O)(C)O)C(=C4C(=C3C)O)O)O)O. Drug 2: CC1CCC2CC(C(=CC=CC=CC(CC(C(=O)C(C(C(=CC(C(=O)CC(OC(=O)C3CCCCN3C(=O)C(=O)C1(O2)O)C(C)CC4CCC(C(C4)OC)O)C)C)O)OC)C)C)C)OC. Cell line: SR. Synergy scores: CSS=59.3, Synergy_ZIP=4.70, Synergy_Bliss=4.91, Synergy_Loewe=-5.75, Synergy_HSA=1.84.